From a dataset of Forward reaction prediction with 1.9M reactions from USPTO patents (1976-2016). Predict the product of the given reaction. (1) Given the reactants O1CCOCC1.Cl[C:8]1[CH:13]=[C:12]([CH:14]([S:23][C:24]2[CH:29]=[CH:28][C:27]([Cl:30])=[CH:26][CH:25]=2)[C:15]2[CH:20]=[C:19]([F:21])[CH:18]=[CH:17][C:16]=2[F:22])[C:11]([Cl:31])=[CH:10][N:9]=1.[NH:32]1[CH2:37][CH2:36][O:35][CH2:34][CH2:33]1, predict the reaction product. The product is: [Cl:31][C:11]1[C:12]([CH:14]([S:23][C:24]2[CH:25]=[CH:26][C:27]([Cl:30])=[CH:28][CH:29]=2)[C:15]2[CH:20]=[C:19]([F:21])[CH:18]=[CH:17][C:16]=2[F:22])=[CH:13][C:8]([N:32]2[CH2:37][CH2:36][O:35][CH2:34][CH2:33]2)=[N:9][CH:10]=1. (2) Given the reactants [C:1]([O:5][C:6]([N:8]1[CH2:13][CH2:12][N:11]([C:14]2[C:19]([CH2:20][O:21][C:22]3[CH:27]=[C:26]([CH:28]([CH3:30])[CH3:29])[CH:25]=[CH:24][C:23]=3[CH3:31])=[C:18]([CH3:32])[N:17]=[C:16](Cl)[N:15]=2)[CH2:10][CH2:9]1)=[O:7])([CH3:4])([CH3:3])[CH3:2].[CH2:34]([C:36]1[CH:41]=[CH:40][CH:39]=[C:38]([CH2:42][CH3:43])[C:37]=1B(O)O)[CH3:35].C(=O)([O-])[O-].[Na+].[Na+], predict the reaction product. The product is: [CH2:34]([C:36]1[CH:41]=[CH:40][CH:39]=[C:38]([CH2:42][CH3:43])[C:37]=1[C:16]1[N:15]=[C:14]([N:11]2[CH2:12][CH2:13][N:8]([C:6]([O:5][C:1]([CH3:4])([CH3:3])[CH3:2])=[O:7])[CH2:9][CH2:10]2)[C:19]([CH2:20][O:21][C:22]2[CH:27]=[C:26]([CH:28]([CH3:30])[CH3:29])[CH:25]=[CH:24][C:23]=2[CH3:31])=[C:18]([CH3:32])[N:17]=1)[CH3:35]. (3) Given the reactants Cl[C:2]1[C:7]([C:8](=O)[CH2:9][C:10]2[CH:15]=[CH:14][CH:13]=[CH:12][C:11]=2[F:16])=[CH:6][CH:5]=[CH:4][N:3]=1.O.[NH2:19][NH2:20], predict the reaction product. The product is: [F:16][C:11]1[CH:12]=[CH:13][CH:14]=[CH:15][C:10]=1[CH2:9][C:8]1[C:7]2[C:2](=[N:3][CH:4]=[CH:5][CH:6]=2)[NH:20][N:19]=1. (4) Given the reactants Br[C:2]1[C:11]([NH:12][C:13](=[O:26])[C:14](=[O:25])[CH2:15][C:16]([CH3:24])([C:18]2[CH:23]=[CH:22][CH:21]=[CH:20][CH:19]=2)[CH3:17])=[CH:10][CH:9]=[C:8]2[C:3]=1[CH2:4][O:5][C:6]2=[O:7].NC1C=C2C(=CC=1)C(=O)OC2.C1(C2(CC(=O)C(O)=O)CC2)C=CC=CC=1, predict the reaction product. The product is: [C:18]1([C:16]2([CH2:15][C:14](=[O:25])[C:13]([NH:12][C:11]3[CH:2]=[C:3]4[C:8](=[CH:9][CH:10]=3)[C:6](=[O:7])[O:5][CH2:4]4)=[O:26])[CH2:24][CH2:17]2)[CH:23]=[CH:22][CH:21]=[CH:20][CH:19]=1. (5) Given the reactants C([O:3][C:4]([C:6]1[N:7]([CH2:12][O:13][CH2:14][CH2:15][Si:16]([CH3:19])([CH3:18])[CH3:17])[C:8]([CH3:11])=[CH:9][N:10]=1)=[O:5])C.[OH-].[K+:21], predict the reaction product. The product is: [K+:21].[CH3:11][C:8]1[N:7]([CH2:12][O:13][CH2:14][CH2:15][Si:16]([CH3:17])([CH3:18])[CH3:19])[C:6]([C:4]([O-:5])=[O:3])=[N:10][CH:9]=1. (6) Given the reactants Cl[C:2]1[N:3]=[N:4][C:5]([NH:12][CH2:13][CH:14]2[CH2:16][CH2:15]2)=[C:6]2[O:11][CH2:10][CH2:9][O:8][C:7]=12.[F:17][C:18]([F:31])([F:30])[O:19][C:20]1[CH:21]=[C:22]([CH:27]=[CH:28][CH:29]=1)[C:23]([NH:25][NH2:26])=O.CCOC(C)=O.C([O-])(O)=O.[Na+], predict the reaction product. The product is: [CH:14]1([CH2:13][NH:12][C:5]2[C:6]3[O:11][CH2:10][CH2:9][O:8][C:7]=3[C:2]3=[N:26][N:25]=[C:23]([C:22]4[CH:27]=[CH:28][CH:29]=[C:20]([O:19][C:18]([F:17])([F:31])[F:30])[CH:21]=4)[N:3]3[N:4]=2)[CH2:16][CH2:15]1. (7) Given the reactants [CH2:1]1[C:10]2[C:5](=[C:6]([O:11][CH2:12][C:13]([O:15][CH2:16][CH3:17])=[O:14])[CH:7]=[CH:8][CH:9]=2)[CH2:4][CH2:3][NH:2]1.CCN(CC)CC.[CH3:25][S:26](Cl)(=[O:28])=[O:27], predict the reaction product. The product is: [CH3:25][S:26]([N:2]1[CH2:3][CH2:4][C:5]2[C:10](=[CH:9][CH:8]=[CH:7][C:6]=2[O:11][CH2:12][C:13]([O:15][CH2:16][CH3:17])=[O:14])[CH2:1]1)(=[O:28])=[O:27]. (8) Given the reactants [C:1]([O:5][C:6](=[O:21])[NH:7][C@@H:8]1[C:14](=[O:15])[N:13]([CH3:16])[C:12]2[CH:17]=[CH:18][CH:19]=[CH:20][C:11]=2[NH:10][CH2:9]1)([CH3:4])([CH3:3])[CH3:2].C(N(CC)CC)C.[C:29](Cl)(=[O:36])[C:30]1[CH:35]=[CH:34][CH:33]=[CH:32][CH:31]=1, predict the reaction product. The product is: [C:1]([O:5][C:6](=[O:21])[NH:7][C@@H:8]1[C:14](=[O:15])[N:13]([CH3:16])[C:12]2[CH:17]=[CH:18][CH:19]=[CH:20][C:11]=2[N:10]([C:29](=[O:36])[C:30]2[CH:35]=[CH:34][CH:33]=[CH:32][CH:31]=2)[CH2:9]1)([CH3:4])([CH3:2])[CH3:3]. (9) Given the reactants Cl[C:2]1[C:7]([NH2:8])=[C:6]([Cl:9])[N:5]=[C:4]([CH3:10])[N:3]=1.[NH2:11][CH:12]1[CH2:17][CH2:16][O:15][CH2:14][CH2:13]1.C(N(CC)C(C)C)(C)C, predict the reaction product. The product is: [Cl:9][C:6]1[N:5]=[C:4]([CH3:10])[N:3]=[C:2]([NH:11][CH:12]2[CH2:17][CH2:16][O:15][CH2:14][CH2:13]2)[C:7]=1[NH2:8]. (10) Given the reactants [Cl:1][C:2]1[CH:3]=[C:4]2[C:9](=[CH:10][C:11]=1[C:12]([N:14]1[CH2:18][CH2:17][CH2:16][CH2:15]1)=[O:13])[N:8]=[CH:7][N:6]=[C:5]2[NH:19][CH:20]([C:26]1[N:30](C(OC(C)(C)C)=O)[C:29]2[CH:38]=[CH:39][C:40]([Cl:42])=[CH:41][C:28]=2[N:27]=1)[CH2:21][CH2:22][C:23](O)=[O:24].[N:43]1(NCCC)[CH2:47][CH2:46][CH2:45][C:44]1=[O:48].CN(C(O[N:61]1N=N[C:63]2[CH:64]=CC=C[C:62]1=2)=[N+](C)C)C.[B-](F)(F)(F)F.FC(F)(F)C(O)=O, predict the reaction product. The product is: [Cl:1][C:2]1[CH:3]=[C:4]2[C:9](=[CH:10][C:11]=1[C:12]([N:14]1[CH2:15][CH2:16][CH2:17][CH2:18]1)=[O:13])[N:8]=[CH:7][N:6]=[C:5]2[NH:19][CH:20]([C:26]1[NH:30][C:29]2[CH:38]=[CH:39][C:40]([Cl:42])=[CH:41][C:28]=2[N:27]=1)[CH2:21][CH2:22][C:23]([NH:61][CH2:62][CH2:63][CH2:64][N:43]1[CH2:47][CH2:46][CH2:45][C:44]1=[O:48])=[O:24].